From a dataset of Reaction yield outcomes from USPTO patents with 853,638 reactions. Predict the reaction yield, written as a fraction of the theoretical maximum amount of product (1.0 means a 100% yield; for example, 0.34 means a 34% yield). (1) The reactants are O[C:2]1[C:7]([CH2:8][C:9]([O:11][CH3:12])=[O:10])=[CH:6][N:5]=[C:4]([CH2:13][C:14]2[CH:19]=[CH:18][C:17]([N+:20]([O-:22])=[O:21])=[CH:16][CH:15]=2)[N:3]=1.P(Cl)(Cl)([Cl:25])=O.CN(C)C1C=CC=CC=1. No catalyst specified. The product is [Cl:25][C:2]1[C:7]([CH2:8][C:9]([O:11][CH3:12])=[O:10])=[CH:6][N:5]=[C:4]([CH2:13][C:14]2[CH:19]=[CH:18][C:17]([N+:20]([O-:22])=[O:21])=[CH:16][CH:15]=2)[N:3]=1. The yield is 0.640. (2) The reactants are [Br:1][C:2]1[CH:7]=[CH:6][C:5]([S:8]([NH:11][C:12]2[C:21]3[C:16](=[CH:17][CH:18]=[CH:19][CH:20]=3)[C:15]([O:22]C)=[C:14]([S:24][CH2:25][C:26]([NH2:28])=[O:27])[CH:13]=2)(=[O:10])=[O:9])=[CH:4][CH:3]=1.CC#N.O. The product is [Br:1][C:2]1[CH:7]=[CH:6][C:5]([S:8]([NH:11][C:12]2[C:21]3[C:16](=[CH:17][CH:18]=[CH:19][CH:20]=3)[C:15]([OH:22])=[C:14]([S:24][CH2:25][C:26]([NH2:28])=[O:27])[CH:13]=2)(=[O:9])=[O:10])=[CH:4][CH:3]=1. The yield is 0.420. The catalyst is C(Cl)Cl. (3) The reactants are [NH2:1][C:2]1[CH:3]=[N:4][CH:5]=[CH:6][CH:7]=1.[CH:8](OC)(OC)[O:9]C. The catalyst is O. The product is [CH3:8][O:9][N:1]=[C:2]1[CH:7]=[CH:6][CH:5]=[N:4][CH2:3]1. The yield is 0.900. (4) The reactants are [CH2:1]([O:3][C:4]([C:6]1[C:7]([C:12]2[CH:17]=[C:16]([F:18])[CH:15]=[CH:14][C:13]=2[F:19])=[N:8][O:9][C:10]=1[CH3:11])=O)[CH3:2].C(O[C:23]([C:25]1[C:26](C2C=CC=CC=2F)=[N:27][O:28][C:29]=1C)=O)C. No catalyst specified. The product is [F:19][C:13]1[CH:14]=[CH:15][C:16]([F:18])=[CH:17][C:12]=1[C:7]1[C:6]([CH2:4][O:3][C:1]2[CH:2]=[CH:23][C:25]([C:29]([NH:8][CH:7]([CH3:12])[CH3:6])=[O:28])=[CH:26][N:27]=2)=[C:10]([CH3:11])[O:9][N:8]=1. The yield is 0.210. (5) The reactants are [C:1]12([CH2:11][O:12][C:13]3[C:28]([CH:29]4[CH2:31][CH2:30]4)=[CH:27][C:16]([C:17]([NH:19][S:20]([CH2:23][CH2:24][O:25]C)(=[O:22])=[O:21])=[O:18])=[C:15]([F:32])[CH:14]=3)[CH2:10][CH:5]3[CH2:6][CH:7]([CH2:9][CH:3]([CH2:4]3)[CH2:2]1)[CH2:8]2.B(Br)(Br)Br.N1C(C)=CC=CC=1C. The catalyst is C(Cl)Cl. The product is [C:1]12([CH2:11][O:12][C:13]3[C:28]([CH:29]4[CH2:30][CH2:31]4)=[CH:27][C:16]([C:17]([NH:19][S:20]([CH2:23][CH2:24][OH:25])(=[O:22])=[O:21])=[O:18])=[C:15]([F:32])[CH:14]=3)[CH2:10][CH:5]3[CH2:4][CH:3]([CH2:9][CH:7]([CH2:6]3)[CH2:8]1)[CH2:2]2. The yield is 0.250. (6) The reactants are [NH:1]([C:3]1[CH:8]=[C:7]([C:9]#[N:10])[CH:6]=[CH:5][N:4]=1)[NH2:2].[F:11][C:12]1[CH:17]=[CH:16][CH:15]=[CH:14][C:13]=1[C:18](=O)[CH2:19][C:20](OCC)=[O:21]. No catalyst specified. The product is [F:11][C:12]1[CH:17]=[CH:16][CH:15]=[CH:14][C:13]=1[C:18]1[CH:19]=[C:20]([OH:21])[N:1]([C:3]2[CH:8]=[C:7]([C:9]#[N:10])[CH:6]=[CH:5][N:4]=2)[N:2]=1. The yield is 0.480. (7) The reactants are [CH3:1][O:2][C:3]1[CH:7]=[C:6]([C:8]([OH:10])=O)[N:5]([CH3:11])[N:4]=1.CN(C)C=O.C(Cl)(=O)C(Cl)=O.[NH2:23][C:24]1[CH:25]=[C:26]([CH:43]=[CH:44][C:45]=1[Cl:46])[O:27][C:28]1[CH:29]=[CH:30][C:31]2[N:32]([CH:34]=[C:35]([NH:37][C:38]([CH:40]3[CH2:42][CH2:41]3)=[O:39])[N:36]=2)[N:33]=1. The catalyst is CN(C)C(=O)C.O1CCCC1. The product is [Cl:46][C:45]1[CH:44]=[CH:43][C:26]([O:27][C:28]2[CH:29]=[CH:30][C:31]3[N:32]([CH:34]=[C:35]([NH:37][C:38]([CH:40]4[CH2:42][CH2:41]4)=[O:39])[N:36]=3)[N:33]=2)=[CH:25][C:24]=1[NH:23][C:8]([C:6]1[N:5]([CH3:11])[N:4]=[C:3]([O:2][CH3:1])[CH:7]=1)=[O:10]. The yield is 0.620.